This data is from Full USPTO retrosynthesis dataset with 1.9M reactions from patents (1976-2016). The task is: Predict the reactants needed to synthesize the given product. Given the product [Br:1][C:2]1[CH:3]=[C:4]2[C:8](=[CH:9][CH:10]=1)[NH:7][CH:6]=[C:5]2[CH2:11][CH2:12][NH:13][CH2:17][CH:14]1[CH2:16][CH2:15]1, predict the reactants needed to synthesize it. The reactants are: [Br:1][C:2]1[CH:3]=[C:4]2[C:8](=[CH:9][CH:10]=1)[NH:7][CH:6]=[C:5]2[CH2:11][CH2:12][NH2:13].[CH:14]1([CH:17]=O)[CH2:16][CH2:15]1.